Dataset: NCI-60 drug combinations with 297,098 pairs across 59 cell lines. Task: Regression. Given two drug SMILES strings and cell line genomic features, predict the synergy score measuring deviation from expected non-interaction effect. (1) Drug 1: C1=NC2=C(N1)C(=S)N=C(N2)N. Drug 2: CCC1(C2=C(COC1=O)C(=O)N3CC4=CC5=C(C=CC(=C5CN(C)C)O)N=C4C3=C2)O.Cl. Cell line: OVCAR3. Synergy scores: CSS=57.2, Synergy_ZIP=-0.991, Synergy_Bliss=-0.515, Synergy_Loewe=0.0367, Synergy_HSA=3.60. (2) Synergy scores: CSS=60.9, Synergy_ZIP=-3.17, Synergy_Bliss=-3.40, Synergy_Loewe=-10.4, Synergy_HSA=-0.418. Cell line: NCI-H460. Drug 1: CN(CC1=CN=C2C(=N1)C(=NC(=N2)N)N)C3=CC=C(C=C3)C(=O)NC(CCC(=O)O)C(=O)O. Drug 2: C1CCC(C(C1)N)N.C(=O)(C(=O)[O-])[O-].[Pt+4]. (3) Drug 1: CCCCC(=O)OCC(=O)C1(CC(C2=C(C1)C(=C3C(=C2O)C(=O)C4=C(C3=O)C=CC=C4OC)O)OC5CC(C(C(O5)C)O)NC(=O)C(F)(F)F)O. Drug 2: CCC1(C2=C(COC1=O)C(=O)N3CC4=CC5=C(C=CC(=C5CN(C)C)O)N=C4C3=C2)O.Cl. Cell line: 786-0. Synergy scores: CSS=21.3, Synergy_ZIP=-4.43, Synergy_Bliss=-1.32, Synergy_Loewe=-21.1, Synergy_HSA=0.521.